Dataset: Reaction yield outcomes from USPTO patents with 853,638 reactions. Task: Predict the reaction yield, written as a fraction of the theoretical maximum amount of product (1.0 means a 100% yield; for example, 0.34 means a 34% yield). (1) The reactants are [CH3:1][C:2]1([CH3:10])[O:9][C:7](=[O:8])[CH2:6][C:4](=[O:5])[O:3]1.[CH2:11]=[C:12]1[O:16][C:14](=[O:15])[CH2:13]1. The catalyst is C(Cl)Cl. The product is [OH:15][C:14](=[C:6]1[C:7](=[O:8])[O:9][C:2]([CH3:10])([CH3:1])[O:3][C:4]1=[O:5])[CH2:13][C:12](=[O:16])[CH3:11]. The yield is 1.00. (2) The reactants are [F:1][C:2]1[CH:3]=[C:4]([C:20]2[C:21]([C:26]#[N:27])=[CH:22][CH:23]=[CH:24][CH:25]=2)[CH:5]=[CH:6][C:7]=1[CH2:8][C:9]1[C:14](=[O:15])[NH:13][C:12]([CH3:16])=[N:11][C:10]=1[CH2:17][CH2:18][CH3:19].[CH3:28][C:29]1([CH3:41])[CH2:33][C:32]2[CH:34]=[C:35](B(O)O)[CH:36]=[CH:37][C:31]=2[O:30]1.N1C=CC=CC=1.C(N(CC)CC)C. The catalyst is C(OCC)(=O)C.C([O-])(=O)C.[Cu+2].C([O-])(=O)C.ClCCl. The product is [CH3:28][C:29]1([CH3:41])[CH2:33][C:32]2[CH:34]=[C:35]([N:13]3[C:14](=[O:15])[C:9]([CH2:8][C:7]4[CH:6]=[CH:5][C:4]([C:20]5[C:21]([C:26]#[N:27])=[CH:22][CH:23]=[CH:24][CH:25]=5)=[CH:3][C:2]=4[F:1])=[C:10]([CH2:17][CH2:18][CH3:19])[N:11]=[C:12]3[CH3:16])[CH:36]=[CH:37][C:31]=2[O:30]1. The yield is 0.700. (3) The product is [CH3:3][O:4][C:5]1[CH:6]=[CH:7][C:17]2[NH:31][C:18]([CH2:19][C:21]([CH3:28])([CH3:20])[C:22]([O:23][CH2:24][CH3:25])=[O:27])=[N:15][C:16]=2[CH:10]=1. No catalyst specified. The yield is 0.570. The reactants are Cl.Cl.[CH3:3][O:4][C:5]1[CH:10]=CC(N)=[C:7](N)[CH:6]=1.C([N:15]([CH2:18][CH3:19])[CH2:16][CH3:17])C.[CH3:20][C:21]1([CH3:28])[CH2:25][C:24](=O)[O:23][C:22]1=[O:27].C(#[N:31])C. (4) The reactants are C(O)(C(F)(F)F)=O.[NH2:8][C:9](=[O:53])[CH2:10][C:11]1[CH:48]=[C:47]([C:49]([F:52])([F:51])[F:50])[CH:46]=[CH:45][C:12]=1[CH2:13][CH2:14][C:15]1[C:20]([C:21]([F:24])([F:23])[F:22])=[CH:19][N:18]=[C:17]([NH:25][C:26]2[CH:31]=[CH:30][C:29]([CH:32]3[CH2:37][CH2:36][N:35](C(OC(C)(C)C)=O)[CH2:34][CH2:33]3)=[CH:28][CH:27]=2)[N:16]=1. The catalyst is C(Cl)Cl. The product is [NH:35]1[CH2:36][CH2:37][CH:32]([C:29]2[CH:30]=[CH:31][C:26]([NH:25][C:17]3[N:16]=[C:15]([CH2:14][CH2:13][C:12]4[CH:45]=[CH:46][C:47]([C:49]([F:50])([F:51])[F:52])=[CH:48][C:11]=4[CH2:10][C:9]([NH2:8])=[O:53])[C:20]([C:21]([F:24])([F:22])[F:23])=[CH:19][N:18]=3)=[CH:27][CH:28]=2)[CH2:33][CH2:34]1. The yield is 0.680. (5) The reactants are C1(C)C=CC=CC=1.[F:8][C:9]([F:20])([F:19])[C:10]([C:12]1[CH:17]=[CH:16][C:15]([F:18])=[CH:14][CH:13]=1)=[O:11].[B]1OC2C(=CC=CC=2)O1.Cl. The catalyst is O1CCBN1.C(OCC)(=O)C.ClCCl. The product is [F:20][C:9]([F:8])([F:19])[C@@H:10]([C:12]1[CH:13]=[CH:14][C:15]([F:18])=[CH:16][CH:17]=1)[OH:11]. The yield is 0.870. (6) The reactants are [I:1]I.N(OC(C)(C)C)=O.[CH3:10][N:11]1[CH:15]=[C:14]([C:16]2[CH:22]=[CH:21][C:19](N)=[C:18]([N+:23]([O-:25])=[O:24])[CH:17]=2)[CH:13]=[N:12]1.S([O-])([O-])=O.[Na+].[Na+]. The catalyst is C(Cl)Cl.CS(C)=O.C(#N)C. The product is [I:1][C:19]1[CH:21]=[CH:22][C:16]([C:14]2[CH:13]=[N:12][N:11]([CH3:10])[CH:15]=2)=[CH:17][C:18]=1[N+:23]([O-:25])=[O:24]. The yield is 0.950.